Dataset: NCI-60 drug combinations with 297,098 pairs across 59 cell lines. Task: Regression. Given two drug SMILES strings and cell line genomic features, predict the synergy score measuring deviation from expected non-interaction effect. (1) Drug 1: CC1=C(C=C(C=C1)C(=O)NC2=CC(=CC(=C2)C(F)(F)F)N3C=C(N=C3)C)NC4=NC=CC(=N4)C5=CN=CC=C5. Drug 2: CC1=C(C(=CC=C1)Cl)NC(=O)C2=CN=C(S2)NC3=CC(=NC(=N3)C)N4CCN(CC4)CCO. Cell line: MDA-MB-435. Synergy scores: CSS=5.89, Synergy_ZIP=-1.79, Synergy_Bliss=0.575, Synergy_Loewe=3.17, Synergy_HSA=1.01. (2) Drug 1: CC1=C(C=C(C=C1)NC2=NC=CC(=N2)N(C)C3=CC4=NN(C(=C4C=C3)C)C)S(=O)(=O)N.Cl. Drug 2: CC(C)CN1C=NC2=C1C3=CC=CC=C3N=C2N. Cell line: OVCAR-4. Synergy scores: CSS=-3.26, Synergy_ZIP=-0.649, Synergy_Bliss=-4.01, Synergy_Loewe=-4.81, Synergy_HSA=-5.08.